This data is from Tyrosyl-DNA phosphodiesterase HTS with 341,365 compounds. The task is: Binary Classification. Given a drug SMILES string, predict its activity (active/inactive) in a high-throughput screening assay against a specified biological target. (1) The drug is S(=O)(=O)(NCCO)c1c(CCn2c(=O)c3c4c(c2=O)cccc4ccc3)cc(OC)c(OC)c1. The result is 0 (inactive). (2) The drug is s1c(c(c2c1nc(nc2SCC(=O)N(CC)c1ccc(F)cc1)C)C)C. The result is 0 (inactive). (3) The molecule is s1c(CC(OCC(=O)Nc2c(OC)cccc2)=O)ccc1. The result is 0 (inactive). (4) The drug is Clc1ccc(n2nc3c(CS(=O)(=O)C3)c2NC(=O)c2ccc(OC)cc2)cc1. The result is 0 (inactive).